This data is from Forward reaction prediction with 1.9M reactions from USPTO patents (1976-2016). The task is: Predict the product of the given reaction. (1) Given the reactants C[O:2]C(=O)C1C=CC=C(O)C=1.[C:12]1([P:18]([C:25]2[CH:30]=[CH:29][CH:28]=[CH:27][CH:26]=2)[C:19]2[CH:24]=[CH:23][CH:22]=[CH:21][CH:20]=2)[CH:17]=[CH:16][CH:15]=[CH:14][CH:13]=1.CCOC(/N=N/C(OCC)=O)=O, predict the reaction product. The product is: [C:25]1([P:18](=[O:2])([C:12]2[CH:13]=[CH:14][CH:15]=[CH:16][CH:17]=2)[C:19]2[CH:24]=[CH:23][CH:22]=[CH:21][CH:20]=2)[CH:26]=[CH:27][CH:28]=[CH:29][CH:30]=1. (2) Given the reactants Cl.Cl.Cl.[O:4]1[C:12]2[CH:11]=[CH:10][N:9]=[C:8]([N:13]3[CH2:18][CH2:17][N:16]([CH2:19][CH2:20][C@H:21]4[CH2:26][CH2:25][C@H:24]([NH2:27])[CH2:23][CH2:22]4)[CH2:15][CH2:14]3)[C:7]=2[CH2:6][CH2:5]1.[O:28]=[S:29]1(=[O:44])[CH2:34][CH2:33][N:32]([C:35]2[CH:43]=[CH:42][C:38]([C:39](O)=[O:40])=[CH:37][CH:36]=2)[CH2:31][CH2:30]1, predict the reaction product. The product is: [O:4]1[C:12]2[CH:11]=[CH:10][N:9]=[C:8]([N:13]3[CH2:18][CH2:17][N:16]([CH2:19][CH2:20][C@H:21]4[CH2:26][CH2:25][C@H:24]([NH:27][C:39](=[O:40])[C:38]5[CH:42]=[CH:43][C:35]([N:32]6[CH2:31][CH2:30][S:29](=[O:44])(=[O:28])[CH2:34][CH2:33]6)=[CH:36][CH:37]=5)[CH2:23][CH2:22]4)[CH2:15][CH2:14]3)[C:7]=2[CH2:6][CH2:5]1. (3) Given the reactants N1(O[C:11]2[C:12]3[N:13]=[CH:14][N:15]([C:38]=3[N:39]=[CH:40][N:41]=2)[C@@H:16]2[O:37][C@H:27]([CH2:28][O:29][Si:30]([C:33]([CH3:36])([CH3:35])[CH3:34])([CH3:32])[CH3:31])[C@@H:18]([O:19][Si:20]([C:23]([CH3:26])([CH3:25])[CH3:24])([CH3:22])[CH3:21])[CH2:17]2)C2C=CC=CC=2N=N1.C([O-])([O-])=O.[Cs+].[Cs+].[NH:48]1[CH2:53][CH2:52][O:51][CH2:50][CH2:49]1, predict the reaction product. The product is: [N:48]1([C:11]2[N:41]=[CH:40][N:39]=[C:38]3[C:12]=2[N:13]=[CH:14][N:15]3[C@@H:16]2[O:37][C@H:27]([CH2:28][O:29][Si:30]([C:33]([CH3:36])([CH3:34])[CH3:35])([CH3:31])[CH3:32])[C@@H:18]([O:19][Si:20]([C:23]([CH3:24])([CH3:25])[CH3:26])([CH3:21])[CH3:22])[CH2:17]2)[CH2:53][CH2:52][O:51][CH2:50][CH2:49]1. (4) Given the reactants O.[Na].I([O-])(=O)(=O)=O.[CH2:8]([O:10][C:11](=[O:27])[C:12]1[CH:17]=[C:16]([C:18]([F:21])([F:20])[F:19])[C:15]([CH:22]([OH:25])CO)=[CH:14][C:13]=1[NH2:26])[CH3:9], predict the reaction product. The product is: [CH2:8]([O:10][C:11](=[O:27])[C:12]1[CH:17]=[C:16]([C:18]([F:19])([F:21])[F:20])[C:15]([CH:22]=[O:25])=[CH:14][C:13]=1[NH2:26])[CH3:9]. (5) The product is: [F:28][C:4]1[CH:3]=[C:2]([C:33]2[C:32]([C:29]([OH:31])=[O:30])=[CH:37][CH:36]=[CH:35][CH:34]=2)[CH:7]=[CH:6][C:5]=1[CH:8]([C:21]1[CH:26]=[CH:25][CH:24]=[CH:23][C:22]=1[CH3:27])[CH2:9]/[C:10](=[N:11]\[OH:12])/[C:13]1[CH:14]=[CH:15][C:16](=[O:20])[N:17]([CH3:19])[CH:18]=1. Given the reactants Br[C:2]1[CH:7]=[CH:6][C:5]([CH:8]([C:21]2[CH:26]=[CH:25][CH:24]=[CH:23][C:22]=2[CH3:27])[CH2:9]/[C:10](/[C:13]2[CH:14]=[CH:15][C:16](=[O:20])[N:17]([CH3:19])[CH:18]=2)=[N:11]\[OH:12])=[C:4]([F:28])[CH:3]=1.[C:29]([C:32]1[CH:37]=[CH:36][CH:35]=[CH:34][C:33]=1B(O)O)([OH:31])=[O:30].O.C(=O)([O-])[O-].[Na+].[Na+], predict the reaction product. (6) Given the reactants [CH3:1][C:2]1[CH:11]=[C:10]([CH2:12][O:13]C2CCN(S(CC(=O)C)(=O)=O)CC2)[C:9]2[C:4](=[CH:5][CH:6]=[CH:7][CH:8]=2)[N:3]=1.CC1C=C(C(O)=O)C2C(=CC=CC=2)N=1.[H-].[Al+3].[Li+].[H-].[H-].[H-].[OH-].[Na+], predict the reaction product. The product is: [CH3:1][C:2]1[CH:11]=[C:10]([CH2:12][OH:13])[C:9]2[C:4](=[CH:5][CH:6]=[CH:7][CH:8]=2)[N:3]=1. (7) Given the reactants [CH3:1][C:2]1[CH:3]=[C:4]([CH2:9][CH:10]([NH:14][C:15]([N:17]2[CH2:22][CH2:21][CH:20]([N:23]3[CH2:32][C:31]4[C:26](=[CH:27][CH:28]=[CH:29][CH:30]=4)[NH:25][C:24]3=[O:33])[CH2:19][CH2:18]2)=[O:16])[C:11]([OH:13])=O)[CH:5]=[CH:6][C:7]=1[CH3:8].[CH3:34][N:35]1[CH2:40][CH2:39][CH:38]([CH:41]2[CH2:46][CH2:45][NH:44][CH2:43][CH2:42]2)[CH2:37][CH2:36]1, predict the reaction product. The product is: [CH3:1][C:2]1[CH:3]=[C:4]([CH:5]=[CH:6][C:7]=1[CH3:8])[CH2:9][CH:10]([NH:14][C:15]([N:17]1[CH2:18][CH2:19][CH:20]([N:23]2[CH2:32][C:31]3[C:26](=[CH:27][CH:28]=[CH:29][CH:30]=3)[NH:25][C:24]2=[O:33])[CH2:21][CH2:22]1)=[O:16])[C:11]([N:44]1[CH2:45][CH2:46][CH:41]([CH:38]2[CH2:37][CH2:36][N:35]([CH3:34])[CH2:40][CH2:39]2)[CH2:42][CH2:43]1)=[O:13]. (8) Given the reactants [CH3:1][CH:2]1[CH2:7][CH2:6][N:5]([CH:8]2[CH2:13][CH2:12][NH:11][CH2:10][CH2:9]2)[CH2:4][CH2:3]1.[C:14]1([S:20](Cl)(=[O:22])=[O:21])[CH:19]=[CH:18][CH:17]=[CH:16][CH:15]=1, predict the reaction product. The product is: [CH3:1][CH:2]1[CH2:7][CH2:6][N:5]([CH:8]2[CH2:13][CH2:12][N:11]([S:20]([C:14]3[CH:19]=[CH:18][CH:17]=[CH:16][CH:15]=3)(=[O:22])=[O:21])[CH2:10][CH2:9]2)[CH2:4][CH2:3]1. (9) Given the reactants [OH:1][C:2]1[CH:7]=[C:6]([CH2:8][NH:9][CH:10]=[C:11]2[C:20]3[C:15](=[CH:16][CH:17]=[C:18]([I:21])[CH:19]=3)[C:14](=[O:22])[NH:13][C:12]2=[O:23])[CH:5]=[CH:4][C:3]=1[C:24]1[CH:29]=[CH:28]C=[CH:26][CH:25]=1.IC1C=C2C(=CC=1)C(=O)[NH:36]C(=O)C2=COC.NCC1C=CC(C2C=CC=CN=2)=C(O)C=1, predict the reaction product. The product is: [OH:1][C:2]1[CH:7]=[C:6]([CH:5]=[CH:4][C:3]=1[C:24]1[CH:29]=[CH:28][N:36]=[CH:26][CH:25]=1)[CH2:8][NH:9][CH:10]=[C:11]1[C:20]2[C:15](=[CH:16][CH:17]=[C:18]([I:21])[CH:19]=2)[C:14](=[O:22])[NH:13][C:12]1=[O:23]. (10) Given the reactants [O:1]1[CH2:5][CH2:4][CH:3]([NH2:6])[CH2:2]1.Cl[C:8]1[CH:13]=[C:12]([C:14]2[CH:19]=[CH:18][CH:17]=[C:16]([Cl:20])[C:15]=2[Cl:21])[N:11]=[C:10]([NH2:22])[N:9]=1, predict the reaction product. The product is: [Cl:21][C:15]1[C:16]([Cl:20])=[CH:17][CH:18]=[CH:19][C:14]=1[C:12]1[N:11]=[C:10]([NH2:22])[N:9]=[C:8]([NH:6][CH:3]2[CH2:4][CH2:5][O:1][CH2:2]2)[CH:13]=1.